From a dataset of Experimentally validated miRNA-target interactions with 360,000+ pairs, plus equal number of negative samples. Binary Classification. Given a miRNA mature sequence and a target amino acid sequence, predict their likelihood of interaction. (1) The miRNA is rno-miR-335 with sequence UCAAGAGCAAUAACGAAAAAUGU. The protein sequence of the target gene is MDSDMDYERPNVETIKCVVVGDNAVGKTRLICARACNATLTQYQLLATHVPTVWAIDQYRVCQEVLERSRDVVDDVSVSLRLWDTFGDHHKDRRFAYGRSDVVVLCFSIANPNSLHHVKTMWYPEIKHFCPRAPVILVGCQLDLRYADLEAVNRARRPLARPIKPNEILPPEKGREVAKELGIPYYETSVVAQFGIKDVFDNAIRAALISRRHLQFWKSHLRNVQRPLLQAPFLPPKPPPPIIVVPDPPSSSEECPAHLLEDPLCADVILVLQERVRIFAHKIYLSTSSSKFYDLFLMDL.... Result: 0 (no interaction). (2) Result: 0 (no interaction). The miRNA is hsa-miR-3616-5p with sequence AUGAAGUGCACUCAUGAUAUGU. The protein sequence of the target gene is MREIVHLQAGQCGNQIGAKFWEVISDEHGIDPTGTYHGDSDLQLERINVYYNEATGGNYVPRAVLVDLEPGTMDSVRSGPFGQIFRPDNFVFGQSGAGNNWAKGHYTEGAELVDAVLDVVRKEAESCDCLQGFQLTHSLGGGTGSGMGTLLISKIREEFPDRIMNTFSVVPSPKVSDTVVEPYNATLSVHQLVENTDETYCIDNEALYDICFRTLKLTTPTYGDLNHLVSATMSGVTTCLRFPGQLNADLRKLAVNMVPFPRLHFFMPGFAPLTSRGSQQYRALTVPELTQQMFDAKNMM.... (3) The miRNA is hsa-miR-4786-5p with sequence UGAGACCAGGACUGGAUGCACC. The protein sequence of the target gene is MKVKVIPVLEDNYMYLIIEEHTREAVAIDVAVAERLLEIAGREGVSLTMVLSTHHHWDHTRGNAELAHILPGLAVLGADERICALTRRLEHGEGLQFGAIHVRCLLTPGHTSGHMSYFLWEDDCPDSPALFSGDALSVAGCGWHLEDTAQQMYQSLAKTLGTLPPETKVFCGHEHTLSNLEFAQKVEPCNEHVQAKLSWAQERDDEDIPTVPSTLGEELMYNPFLRVTEDAVRAFTGQVAPAQVLEALCRERARFQPAVEPPQPQVRALLALQWGLLSTHQKK. Result: 0 (no interaction). (4) The miRNA is mmu-miR-132-3p with sequence UAACAGUCUACAGCCAUGGUCG. The protein sequence of the target gene is MGKSRTKRFKRPQFSPIESCQAEAAAASNGTGDEEDDGPAAELLEKLQHPSAEVRECACAGLARLVQQRPALPDLARRDAVRRLGPLLLDSSLAVRETAAGALRNLSACGGFDVCDDMVAKDIMTPLVALLRECLSGLDSNEMSPQEKADKRNPVESIANEAVNVLWNVCECSGRAVSIFNKEGCLEIVLQYLRRFPTSIDLAVSVAYCLQTVTEDNPELLKSFDGTALRVLESALLCPVASMEYILLKTLVAGTIWNLKDIIPSKSQAEIINAILGALSEVLGMNTGNMVIQMKEAETQ.... Result: 0 (no interaction). (5) The miRNA is hsa-miR-15a-5p with sequence UAGCAGCACAUAAUGGUUUGUG. The protein sequence of the target gene is MALDFLAGCAGGVAGVLVGHPFDTVKVRLQVQSVEKPQYRGTLHCFKSIIKQESVLGLYKGLGSPLMGLTFINALVFGVQGNTLRALGHDSPLNQFLAGAAAGAIQCVICCPMELAKTRLQLQDAGPARTYKGSLDCLAQIYGHEGLRGVNRGMVSTLLRETPSFGVYFLTYDALTRALGCEPGDRLLVPKLLLAGGTSGIVSWLSTYPVDVVKSRLQADGLRGAPRYRGILDCVHQSYRAEGWRVFTRGLASTLLRAFPVNAATFATVTVVLTYARGEEAGPEGEAVPAAPAGPALAQP.... Result: 1 (interaction). (6) The miRNA is hsa-miR-6868-5p with sequence ACUGGCAGAACACUGAAGCAGC. The protein sequence of the target gene is MEGFMDSGTQTDAVVVLSLAQAAVLGLVSENELFGATISAEAFYPDLGPELSGAAMGEPEPPGPDVYQLACNGRALEEPAEEEVLEVEAACEKHTRRKTRPPVRLVPKVKFEKVEEEEQEVYEVSVPGDDKDAGPAEAPAEAASGGCDALVQSSAVKMIDLSAFSRKPRTLRHLPRTPRPELNVAPYDPHFPAPARDGFPEPSMALPGPEALPTECGFEPPHLAPLSDPEAPSMESPEPVKPEQGFVWQEASEFEADTAGSTVERHKKAQLDRLDINVQIDDSYLVEAGDRQKRWQCRMC.... Result: 1 (interaction). (7) The protein sequence of the target gene is MEAERRRQAEKPKKGRVGSNLLPERHPATGTPTTTVDSSAPPCRRLPGAGGGRSRFSPQGGQRGRPHSRRRHRTTFSPVQLEQLESAFGRNQYPDIWARESLARDTGLSEARIQVWFQNRRAKQRKQERSLLQPLAHLSPAAFSSFLPESTACPYSYAAPPPPVTCFPHPYSHALPSQPSTGGAFALSHQSEDWYPTLHPAPAGHLPCPPPPPMLPLSLEPSKSWN. Result: 0 (no interaction). The miRNA is mmu-miR-361-5p with sequence UUAUCAGAAUCUCCAGGGGUAC.